Dataset: TCR-epitope binding with 47,182 pairs between 192 epitopes and 23,139 TCRs. Task: Binary Classification. Given a T-cell receptor sequence (or CDR3 region) and an epitope sequence, predict whether binding occurs between them. (1) The epitope is AMFWSVPTV. The TCR CDR3 sequence is CSARTLAGFTDTQYF. Result: 1 (the TCR binds to the epitope). (2) The epitope is SSNVANYQK. The TCR CDR3 sequence is CASSFGAGQDYEQYF. Result: 0 (the TCR does not bind to the epitope). (3) The epitope is IPIQASLPF. The TCR CDR3 sequence is CASSVSGTGEFLREKLFF. Result: 0 (the TCR does not bind to the epitope).